Dataset: Experimentally validated miRNA-target interactions with 360,000+ pairs, plus equal number of negative samples. Task: Binary Classification. Given a miRNA mature sequence and a target amino acid sequence, predict their likelihood of interaction. (1) The miRNA is cel-miR-235-3p with sequence UAUUGCACUCUCCCCGGCCUGA. The protein sequence of the target gene is MLGVVELLLLGTAWLAGPARGQNETEPIVLEGKCLVVCDSNPTSDPTGTALGISVRSGSAKVAFSAIRSTNHEPSEMSNRTMIIYFDQVLVNIGNNFDSERSTFIAPRKGIYSFNFHVVKVYNRQTIQVSLMLNGWPVISAFAGDQDVTREAASNGVLIQMEKGDRAYLKLERGNLMGGWKYSTFSGFLVFPL. Result: 0 (no interaction). (2) The miRNA is hsa-miR-362-5p with sequence AAUCCUUGGAACCUAGGUGUGAGU. The protein sequence of the target gene is MDMAQEPVTFRDVAIYFSREEWACLEPSQRALYRDVMLDNFSSVAALGFCSPRPDLVSRLEQWEEPWVEDRERPEFQAVQRGPRPGARKSADPKRPCDHPAWAHKKTHVRRERAREGSSFRKGFRLDTDDGQLPRAAPERTDAKPTAFPCQVLTQRCGRRPGRRERRKQRAVELSFICGTCGKALSCHSRLLAHQTVHTGTKAFECPECGQTFRWASNLQRHQKNHTREKPFCCEACGQAFSLKDRLAQHRKVHTEHRPYSCGDCGKAFKQKSNLLRHQLVHTGERPFYCADCGKAFRTK.... Result: 0 (no interaction). (3) The miRNA is hsa-miR-181a-5p with sequence AACAUUCAACGCUGUCGGUGAGU. The protein sequence of the target gene is MALAARLLPQFLHSRSLPCGAVRLRTPAVAEVRLPSATLCYFCRCRLGLGAALFPRSARALAASALPAQGSRWPVLSSPGLPAAFASFPACPQRSYSTEEKPQQHQKTKMIVLGFSNPINWVRTRIKAFLIWAYFDKEFSITEFSEGAKQAFAHVSKLLSQCKFDLLEELVAKEVLHALKEKVTSLPDNHKNALAANIDEIVFTSTGDISIYYDEKGRKFVNILMCFWYLTSANIPSETLRGASVFQVKLGNQNVETKQLLSASYEFQREFTQGVKPDWTIARIEHSKLLE. Result: 0 (no interaction). (4) The miRNA is hsa-miR-3662 with sequence GAAAAUGAUGAGUAGUGACUGAUG. The protein sequence of the target gene is MSVPAFIDISEEDQAAELRAYLKSKGAEISEENSEGGLHVDLAQIIEACDVCLKEDDKDVESVMNSVVSLLLILEPDKQEALIESLCEKLVKFREGERPSLRLQLLSNLFHGMDKNTPVRYTVYCSLIKVAASCGAIQYIPTELDQVRKWISDWNLTTEKKHTLLRLLYEALVDCKKSDAASKVMVELLGSYTEDNASQARVDAHRCIVRALKDPNAFLFDHLLTLKPVKFLEGELIHDLLTIFVSAKLASYVKFYQNNKDFIDSLGLLHEQNMAKMRLLTFMGMAVENKEISFDTMQQE.... Result: 1 (interaction). (5) The miRNA is hsa-miR-592 with sequence UUGUGUCAAUAUGCGAUGAUGU. The protein sequence of the target gene is MYRALYAFRSAEPNALAFAAGETFLVLERSSAHWWLAARARSGETGYVPPAYLRRLQGLEQDVLQAIDRAIEAVHNTAMRDGGKYSLEQRGVLQKLIHHRKETLSRRGPSASSVAVMTSSTSDHHLDAAAARQPNGVCRAGFERQHSLPSSEHLGADGGLYQIPLPSSQIPPQPRRAAPTTPPPPVKRRDREALMASGSGGHNTMPSGGNSVSSGSSVSSTSLDTLYTSSSPSEPGSSCSPTPPPVPRRGTHTTVSQVQPPPSKASAPEPPAEEEVATGTTSASDDLEALGTLSLGTTEE.... Result: 0 (no interaction). (6) The miRNA is hsa-miR-6124 with sequence GGGAAAAGGAAGGGGGAGGA. The protein sequence of the target gene is MASQNRDPAAASVAAVRKGAEPCGGAARGPVGKRLQQELMILMTSGDKGISAFPESDNLFKWVGTIHGAAGTVYEDLRYKLSLEFPSGYPYNAPTVKFLTPCYHPNVDTQGNICLDILKDKWSALYDVRTILLSIQSLLGEPNIDSPLNTHAAELWKNPTAFKKYLQETYSKQVSSQDP. Result: 0 (no interaction).